This data is from Catalyst prediction with 721,799 reactions and 888 catalyst types from USPTO. The task is: Predict which catalyst facilitates the given reaction. (1) Reactant: [Cl:1][C:2]1[CH:3]=[C:4]([CH:19]=[CH:20][C:21]=1[O:22][CH2:23][CH:24]1[CH2:26][CH2:25]1)[C:5]([NH:7][CH:8]1[CH:17]([OH:18])[CH2:16][CH2:15][C:10]2([O:14][CH2:13][CH2:12][O:11]2)[CH2:9]1)=O.C(N(CC)CC)C.O. Product: [Cl:1][C:2]1[CH:3]=[C:4]([C:5]2[O:18][C:17]3[CH2:16][CH2:15][C:10]4([O:14][CH2:13][CH2:12][O:11]4)[CH2:9][C:8]=3[N:7]=2)[CH:19]=[CH:20][C:21]=1[O:22][CH2:23][CH:24]1[CH2:25][CH2:26]1. The catalyst class is: 16. (2) Reactant: [NH2:1][C:2]1[C:11]2[C:6](=[C:7]([C:12]([O:14][CH3:15])=[O:13])[CH:8]=[CH:9][CH:10]=2)[N:5]=[C:4]([C:16]2[CH:17]=[N:18][CH:19]=[CH:20][CH:21]=2)[N:3]=1.Br[C:23]1[CH:28]=[CH:27][C:26]([F:29])=[CH:25][N:24]=1.CC1(C)C2C(=C(P(C3C=CC=CC=3)C3C=CC=CC=3)C=CC=2)OC2C(P(C3C=CC=CC=3)C3C=CC=CC=3)=CC=CC1=2.CC(C)([O-])C.[Na+]. Product: [F:29][C:26]1[CH:27]=[CH:28][C:23]([NH:1][C:2]2[C:11]3[C:6](=[C:7]([C:12]([O:14][CH3:15])=[O:13])[CH:8]=[CH:9][CH:10]=3)[N:5]=[C:4]([C:16]3[CH:17]=[N:18][CH:19]=[CH:20][CH:21]=3)[N:3]=2)=[N:24][CH:25]=1. The catalyst class is: 101. (3) Reactant: [Cl:1][C:2]1[C:3]([O:25][CH3:26])=[CH:4][C:5]([O:23][CH3:24])=[C:6]([CH2:8][CH2:9][C:10]2([CH:18]3[CH2:22][CH2:21][CH2:20][CH2:19]3)[O:15][C:14](=[O:16])[CH2:13][C:12](=[O:17])[CH2:11]2)[CH:7]=1.S(Cl)([Cl:30])(=O)=O. Product: [Cl:30][C:13]1[C:14](=[O:16])[O:15][C:10]([CH2:9][CH2:8][C:6]2[CH:7]=[C:2]([Cl:1])[C:3]([O:25][CH3:26])=[CH:4][C:5]=2[O:23][CH3:24])([CH:18]2[CH2:22][CH2:21][CH2:20][CH2:19]2)[CH2:11][C:12]=1[OH:17]. The catalyst class is: 4. (4) Reactant: [CH2:1]([C:5]1[C:10]([O:11][CH2:12][CH3:13])=[CH:9][N:8]=[C:7]([C:14]2[CH:19]=[CH:18][CH:17]=[C:16](Cl)[CH:15]=2)[N:6]=1)[CH2:2][CH2:3][CH3:4].[B:21]1([B:21]2[O:25][C:24]([CH3:27])([CH3:26])[C:23]([CH3:29])([CH3:28])[O:22]2)[O:25][C:24]([CH3:27])([CH3:26])[C:23]([CH3:29])([CH3:28])[O:22]1.CC(C1C=C(C(C)C)C(C2C=CC=CC=2P(C2CCCCC2)C2CCCCC2)=C(C(C)C)C=1)C.CC([O-])=O.[K+]. Product: [CH2:1]([C:5]1[C:10]([O:11][CH2:12][CH3:13])=[CH:9][N:8]=[C:7]([C:14]2[CH:19]=[CH:18][CH:17]=[C:16]([B:21]3[O:25][C:24]([CH3:27])([CH3:26])[C:23]([CH3:29])([CH3:28])[O:22]3)[CH:15]=2)[N:6]=1)[CH2:2][CH2:3][CH3:4]. The catalyst class is: 102.